Dataset: Catalyst prediction with 721,799 reactions and 888 catalyst types from USPTO. Task: Predict which catalyst facilitates the given reaction. (1) Product: [Cl-:18].[CH3:1][O:2][C@H:3]1[CH2:8][CH2:7][NH2+:6][CH2:5][C:4]1([CH3:17])[CH3:16]. The catalyst class is: 28. Reactant: [CH3:1][O:2][C@H:3]1[CH2:8][CH2:7][N:6](C(OC(C)(C)C)=O)[CH2:5][C:4]1([CH3:17])[CH3:16].[ClH:18].O1CCOCC1. (2) Reactant: FC(F)(F)S(O[C:7]1[CH:15]=[CH:14][C:13]([C:16]2[N:17]([C:32]([O:34][C:35]([CH3:38])([CH3:37])[CH3:36])=[O:33])[C:18]3[C:23]([CH:24]=2)=[CH:22][C:21]([CH2:25][N:26]2[CH2:31][CH2:30][CH2:29][CH2:28][CH2:27]2)=[CH:20][CH:19]=3)=[C:12]2[C:8]=1[CH2:9][NH:10][C:11]2=[O:39])(=O)=O.B1(C=C)OB([CH:48]=[CH2:49])OB(C=C)O1.C1C=CN=CC=1.C(=O)([O-])[O-].[K+].[K+].O. Product: [CH:48]([C:7]1[CH:15]=[CH:14][C:13]([C:16]2[N:17]([C:32]([O:34][C:35]([CH3:36])([CH3:37])[CH3:38])=[O:33])[C:18]3[C:23]([CH:24]=2)=[CH:22][C:21]([CH2:25][N:26]2[CH2:27][CH2:28][CH2:29][CH2:30][CH2:31]2)=[CH:20][CH:19]=3)=[C:12]2[C:8]=1[CH2:9][NH:10][C:11]2=[O:39])=[CH2:49]. The catalyst class is: 216.